From a dataset of Reaction yield outcomes from USPTO patents with 853,638 reactions. Predict the reaction yield, written as a fraction of the theoretical maximum amount of product (1.0 means a 100% yield; for example, 0.34 means a 34% yield). (1) The reactants are [Br:1][C:2]1[CH:11]=[C:10]2[C:5]([N:6]=[CH:7][C:8](Cl)=[N:9]2)=[CH:4][CH:3]=1.[C:13]([O-])([O-])=[O:14].[K+].[K+]. The catalyst is CO. The product is [Br:1][C:2]1[CH:11]=[C:10]2[C:5]([N:6]=[CH:7][C:8]([O:14][CH3:13])=[N:9]2)=[CH:4][CH:3]=1. The yield is 1.00. (2) The reactants are C(=O)([O-])[O-].[Na+].[Na+].[C:7]([O:11][C:12]([N:14]1[CH2:21][CH:20]2[CH:16]([CH2:17][NH:18][CH2:19]2)[CH2:15]1)=[O:13])([CH3:10])([CH3:9])[CH3:8].[F:22][C:23]1[CH:31]=[CH:30][CH:29]=[C:28]([N:32]2[N:36]=[CH:35][CH:34]=[N:33]2)[C:24]=1[C:25](Cl)=[O:26]. The catalyst is C1(C)C=CC=CC=1. The product is [C:7]([O:11][C:12]([N:14]1[CH2:15][CH:16]2[CH:20]([CH2:19][N:18]([C:25](=[O:26])[C:24]3[C:28]([N:32]4[N:33]=[CH:34][CH:35]=[N:36]4)=[CH:29][CH:30]=[CH:31][C:23]=3[F:22])[CH2:17]2)[CH2:21]1)=[O:13])([CH3:10])([CH3:8])[CH3:9]. The yield is 0.768. (3) The reactants are [CH3:1][N:2]([CH3:15])[C:3]([N:5]1[CH2:9][CH:8]2[CH2:10][C:11]([NH2:14])([CH3:13])[CH2:12][CH:7]2[CH2:6]1)=[O:4].Cl[CH2:17][C:18]([N:20]1[CH2:24][C@@H:23]([F:25])[CH2:22][C@H:21]1[C:26]#[N:27])=[O:19].C(=O)([O-])[O-].[K+].[K+].CN(C)C=O. The catalyst is ClCCl. The product is [CH3:15][N:2]([CH3:1])[C:3]([N:5]1[CH2:9][CH:8]2[CH2:10][C:11]([NH:14][CH2:17][C:18]([N:20]3[CH2:24][C@@H:23]([F:25])[CH2:22][C@H:21]3[C:26]#[N:27])=[O:19])([CH3:13])[CH2:12][CH:7]2[CH2:6]1)=[O:4]. The yield is 0.500. (4) The yield is 0.420. The catalyst is CN(C=O)C.C(Cl)Cl.N1C=CC=CC=1.CCOC(C)=O. The reactants are Cl.[N:2]1[CH:7]=[C:6]([NH2:8])[CH:5]=[C:4]([NH2:9])[CH:3]=1.C(N(CC)CC)C.Cl[C:18]([O:20][CH2:21][C:22]1[CH:27]=[CH:26][CH:25]=[CH:24][CH:23]=1)=[O:19].C([O-])(O)=O.[Na+]. The product is [NH2:8][C:6]1[CH:5]=[C:4]([NH:9][C:18](=[O:19])[O:20][CH2:21][C:22]2[CH:27]=[CH:26][CH:25]=[CH:24][CH:23]=2)[CH:3]=[N:2][CH:7]=1.